From a dataset of Full USPTO retrosynthesis dataset with 1.9M reactions from patents (1976-2016). Predict the reactants needed to synthesize the given product. (1) Given the product [CH3:30][O:31][CH2:32][CH2:33][O:34][CH2:2][C:3]1[N:4]=[CH:5][S:6][C:7]=1/[CH:8]=[CH:9]\[S:10][C:11]([C:24]1[CH:29]=[CH:28][CH:27]=[CH:26][CH:25]=1)([C:18]1[CH:23]=[CH:22][CH:21]=[CH:20][CH:19]=1)[C:12]1[CH:17]=[CH:16][CH:15]=[CH:14][CH:13]=1, predict the reactants needed to synthesize it. The reactants are: Cl[CH2:2][C:3]1[N:4]=[CH:5][S:6][C:7]=1/[CH:8]=[CH:9]\[S:10][C:11]([C:24]1[CH:29]=[CH:28][CH:27]=[CH:26][CH:25]=1)([C:18]1[CH:23]=[CH:22][CH:21]=[CH:20][CH:19]=1)[C:12]1[CH:17]=[CH:16][CH:15]=[CH:14][CH:13]=1.[CH3:30][O:31][CH2:32][CH2:33][OH:34]. (2) Given the product [OH:18][C@H:17]1[CH2:12][CH2:13][CH2:8][CH2:7][C@@H:16]1[N:10]1[CH:11]=[CH:12][C:13]2[C:8](=[CH:7][C:6]([CH2:6][C:5]3[CH:14]=[N:1][CH:2]=[CH:3][CH:4]=3)=[C:5]3[C:14]=2[N:1]=[CH:2][CH:3]=[CH:4]3)[C:9]1=[O:15], predict the reactants needed to synthesize it. The reactants are: [N:1]1[C:14]2[C:5](=[CH:6][CH:7]=[C:8]3[C:13]=2[CH:12]=[CH:11][NH:10][C:9]3=[O:15])[CH:4]=[CH:3][CH:2]=1.[CH3:16][CH2:17][OH:18]. (3) Given the product [O:1]=[C:2]([CH2:16][C@@H:17]([O:23][C:24]([O:26][CH2:27][C:28]([Cl:29])([Cl:30])[Cl:31])=[O:25])[C@@H:18]([CH3:22])[CH2:19][CH:20]=[CH2:21])[C:3]([CH3:14])([CH3:15])[C@@H:4]([O:13][Si:39]([CH2:42][CH3:43])([CH2:40][CH3:41])[CH2:37][CH3:38])[CH2:5][C:6]([O:8][C:9]([CH3:12])([CH3:11])[CH3:10])=[O:7], predict the reactants needed to synthesize it. The reactants are: [O:1]=[C:2]([CH2:16][C@@H:17]([O:23][C:24]([O:26][CH2:27][C:28]([Cl:31])([Cl:30])[Cl:29])=[O:25])[C@@H:18]([CH3:22])[CH2:19][CH:20]=[CH2:21])[C:3]([CH3:15])([CH3:14])[C@@H:4]([OH:13])[CH2:5][C:6]([O:8][C:9]([CH3:12])([CH3:11])[CH3:10])=[O:7].N1C=CN=C1.[CH2:37]([Si:39](Cl)([CH2:42][CH3:43])[CH2:40][CH3:41])[CH3:38].O.